Task: Predict the reaction yield, written as a fraction of the theoretical maximum amount of product (1.0 means a 100% yield; for example, 0.34 means a 34% yield).. Dataset: Reaction yield outcomes from USPTO patents with 853,638 reactions (1) The reactants are [Cl:1][C:2]1[CH:3]=[C:4]([CH:8]=[CH:9][C:10]=1[F:11])[C:5](O)=[O:6].Cl.CN.Cl.[CH2:16]([N:18]=C=NCCCN(C)C)C.O.N1(O)C2C=CC=CC=2N=N1.CN1CCOCC1. The catalyst is CN(C=O)C.O. The product is [Cl:1][C:2]1[CH:3]=[C:4]([CH:8]=[CH:9][C:10]=1[F:11])[C:5]([NH:18][CH3:16])=[O:6]. The yield is 0.530. (2) The catalyst is [Cl-].[Na+].O.C1C=CC(/C=C/C(/C=C/C2C=CC=CC=2)=O)=CC=1.C1C=CC(/C=C/C(/C=C/C2C=CC=CC=2)=O)=CC=1.C1C=CC(/C=C/C(/C=C/C2C=CC=CC=2)=O)=CC=1.[Pd].[Pd].O1CCOCC1. The product is [C:1]([O:5][C:6]([N:8]1[CH2:12][CH2:11][CH2:10][C@H:9]1[CH2:13][NH:14][C:15]1[CH:20]=[CH:19][C:18](/[CH:32]=[CH:31]/[C:33]2[CH:38]=[CH:37][C:36]([O:39][CH3:40])=[CH:35][CH:34]=2)=[CH:17][C:16]=1[O:22][C:23]1[CH:28]=[CH:27][C:26]([O:29][CH3:30])=[CH:25][CH:24]=1)=[O:7])([CH3:4])([CH3:3])[CH3:2]. The yield is 0.510. The reactants are [C:1]([O:5][C:6]([N:8]1[CH2:12][CH2:11][CH2:10][C@H:9]1[CH2:13][NH:14][C:15]1[CH:20]=[CH:19][C:18](Cl)=[CH:17][C:16]=1[O:22][C:23]1[CH:28]=[CH:27][C:26]([O:29][CH3:30])=[CH:25][CH:24]=1)=[O:7])([CH3:4])([CH3:3])[CH3:2].[CH:31]([C:33]1[CH:38]=[CH:37][C:36]([O:39][CH3:40])=[CH:35][CH:34]=1)=[CH2:32].P(C(C)(C)C)(C(C)(C)C)C(C)(C)C.C([O-])([O-])=O.[Cs+].[Cs+].